This data is from NCI-60 drug combinations with 297,098 pairs across 59 cell lines. The task is: Regression. Given two drug SMILES strings and cell line genomic features, predict the synergy score measuring deviation from expected non-interaction effect. Drug 1: CC(C)NC(=O)C1=CC=C(C=C1)CNNC.Cl. Drug 2: C1C(C(OC1N2C=NC3=C2NC=NCC3O)CO)O. Cell line: U251. Synergy scores: CSS=15.1, Synergy_ZIP=-4.86, Synergy_Bliss=-1.69, Synergy_Loewe=0.369, Synergy_HSA=0.392.